Dataset: NCI-60 drug combinations with 297,098 pairs across 59 cell lines. Task: Regression. Given two drug SMILES strings and cell line genomic features, predict the synergy score measuring deviation from expected non-interaction effect. (1) Drug 1: C1CC(CNC1)C2=CC=C(C=C2)N3C=C4C=CC=C(C4=N3)C(=O)N. Drug 2: CCC1=C2N=C(C=C(N2N=C1)NCC3=C[N+](=CC=C3)[O-])N4CCCCC4CCO. Cell line: HCT116. Synergy scores: CSS=57.5, Synergy_ZIP=0.887, Synergy_Bliss=-0.601, Synergy_Loewe=-3.62, Synergy_HSA=2.29. (2) Drug 1: C1CCC(C1)C(CC#N)N2C=C(C=N2)C3=C4C=CNC4=NC=N3. Drug 2: C1C(C(OC1N2C=NC3=C2NC=NCC3O)CO)O. Cell line: KM12. Synergy scores: CSS=31.6, Synergy_ZIP=-1.38, Synergy_Bliss=0.0894, Synergy_Loewe=-20.4, Synergy_HSA=1.63. (3) Drug 1: CC12CCC(CC1=CCC3C2CCC4(C3CC=C4C5=CN=CC=C5)C)O. Drug 2: CN1CCC(CC1)COC2=C(C=C3C(=C2)N=CN=C3NC4=C(C=C(C=C4)Br)F)OC. Cell line: HT29. Synergy scores: CSS=28.7, Synergy_ZIP=4.35, Synergy_Bliss=12.6, Synergy_Loewe=10.6, Synergy_HSA=10.9. (4) Drug 1: CCC1=C2CN3C(=CC4=C(C3=O)COC(=O)C4(CC)O)C2=NC5=C1C=C(C=C5)O. Drug 2: C1CCC(C(C1)N)N.C(=O)(C(=O)[O-])[O-].[Pt+4]. Cell line: HOP-92. Synergy scores: CSS=24.1, Synergy_ZIP=-9.22, Synergy_Bliss=-0.830, Synergy_Loewe=0.823, Synergy_HSA=2.11.